Dataset: Forward reaction prediction with 1.9M reactions from USPTO patents (1976-2016). Task: Predict the product of the given reaction. (1) Given the reactants [C:1]1([CH3:15])[CH:6]=[CH:5][CH:4]=[C:3]([NH:7][C:8]2[CH:9]=[C:10]([CH3:14])[CH:11]=[CH:12][CH:13]=2)[CH:2]=1.FC(F)(F)S(O[C:22]1[CH:23]=[CH:24][C:25]2[C:26]3[C:31]([C:32]4[CH:33]=[CH:34][CH:35]=[CH:36][C:37]=4[C:38]=2[CH:39]=1)=[CH:30][C:29]1=[CH:40][C:41]2[C:46]([C:45]4([C:58]5[CH:57]=[CH:56][CH:55]=[CH:54][C:53]=5[C:52]5[C:47]4=[CH:48][CH:49]=[CH:50][CH:51]=5)[CH:44]=[C:43]([N:59]([C:67]4[CH:68]=[C:69]([CH3:73])[CH:70]=[CH:71][CH:72]=4)[C:60]4[CH:61]=[C:62]([CH3:66])[CH:63]=[CH:64][CH:65]=4)[CH:42]=2)=[C:28]1[CH:27]=3)(=O)=O.C1C=CC(P(C2C(C3C(P(C4C=CC=CC=4)C4C=CC=CC=4)=CC=C4C=3C=CC=C4)=C3C(C=CC=C3)=CC=2)C2C=CC=CC=2)=CC=1.C(=O)([O-])[O-].[K+].[K+], predict the reaction product. The product is: [C:10]1([CH3:14])[CH:11]=[CH:12][CH:13]=[C:8]([N:7]([C:3]2[CH:2]=[C:1]([CH3:15])[CH:6]=[CH:5][CH:4]=2)[C:22]2[CH:23]=[CH:24][C:25]3[C:26]4[C:31]([C:32]5[CH:33]=[CH:34][CH:35]=[CH:36][C:37]=5[C:38]=3[CH:39]=2)=[CH:30][C:29]2=[CH:40][C:41]3[C:46]([C:45]5([C:58]6[CH:57]=[CH:56][CH:55]=[CH:54][C:53]=6[C:52]6[C:47]5=[CH:48][CH:49]=[CH:50][CH:51]=6)[CH:44]=[C:43]([N:59]([C:67]5[CH:68]=[C:69]([CH3:73])[CH:70]=[CH:71][CH:72]=5)[C:60]5[CH:61]=[C:62]([CH3:66])[CH:63]=[CH:64][CH:65]=5)[CH:42]=3)=[C:28]2[CH:27]=4)[CH:9]=1. (2) Given the reactants [NH:1]1[C:9]2[C:4](=[CH:5][CH:6]=[CH:7][CH:8]=2)[CH2:3][C:2]1=[O:10].C[Si](C)(C)N[Si](C)(C)C.[Na].[NH2:21][C:22]1[CH:23]=[C:24]2[C:29](=[CH:30][CH:31]=1)[C:27](=O)[O:26][CH2:25]2.Cl.C([O-])(O)=O.[Na+], predict the reaction product. The product is: [NH2:21][C:22]1[CH:23]=[C:24]2[C:29](=[CH:30][CH:31]=1)[C:27](=[C:3]1[C:4]3[C:9](=[CH:8][CH:7]=[CH:6][CH:5]=3)[NH:1][C:2]1=[O:10])[O:26][CH2:25]2. (3) Given the reactants C(Cl)(=O)C(Cl)=O.[Cl:7][C:8]1[CH:9]=[CH:10][C:11]([O:24][CH2:25][CH:26]([CH3:28])[CH3:27])=[C:12]([CH2:14][C:15]2[N:20]=[C:19]([C:21](O)=[O:22])[CH:18]=[CH:17][CH:16]=2)[CH:13]=1.[NH3:29], predict the reaction product. The product is: [Cl:7][C:8]1[CH:9]=[CH:10][C:11]([O:24][CH2:25][CH:26]([CH3:28])[CH3:27])=[C:12]([CH2:14][C:15]2[N:20]=[C:19]([C:21]([NH2:29])=[O:22])[CH:18]=[CH:17][CH:16]=2)[CH:13]=1. (4) Given the reactants [F:1][C:2]1[CH:3]=[CH:4][C:5]([C:8]2[O:12][N:11]=[C:10]([CH2:13][C@@H:14]([NH:16][CH3:17])[CH3:15])[N:9]=2)=[N:6][CH:7]=1.[CH3:18][C:19]1[CH:20]=[CH:21][C:22]([N:28]2[N:32]=[CH:31][CH:30]=[N:29]2)=[C:23]([CH:27]=1)[C:24]([OH:26])=O.CN(C(ON1N=NC2C=CC=NC1=2)=[N+](C)C)C.F[P-](F)(F)(F)(F)F.CCN(C(C)C)C(C)C, predict the reaction product. The product is: [F:1][C:2]1[CH:3]=[CH:4][C:5]([C:8]2[O:12][N:11]=[C:10]([CH2:13][C@@H:14]([N:16]([CH3:17])[C:24](=[O:26])[C:23]3[CH:27]=[C:19]([CH3:18])[CH:20]=[CH:21][C:22]=3[N:28]3[N:32]=[CH:31][CH:30]=[N:29]3)[CH3:15])[N:9]=2)=[N:6][CH:7]=1.